Dataset: Reaction yield outcomes from USPTO patents with 853,638 reactions. Task: Predict the reaction yield, written as a fraction of the theoretical maximum amount of product (1.0 means a 100% yield; for example, 0.34 means a 34% yield). (1) The reactants are [H-].[H-].[H-].[H-].[Li+].[Al+3].[Al+3].[Cl-].[Cl-].[Cl-].[CH2:11]([NH:18][C:19](=O)[CH2:20][C:21]1[C:29]2[C:24](=[CH:25][CH:26]=[C:27]([F:33])[C:28]=2[O:30][CH2:31][CH3:32])[N:23]([CH3:34])[CH:22]=1)[C:12]1[CH:17]=[CH:16][CH:15]=[CH:14][CH:13]=1. The catalyst is C1COCC1. The product is [CH2:11]([NH:18][CH2:19][CH2:20][C:21]1[C:29]2[C:24](=[CH:25][CH:26]=[C:27]([F:33])[C:28]=2[O:30][CH2:31][CH3:32])[N:23]([CH3:34])[CH:22]=1)[C:12]1[CH:13]=[CH:14][CH:15]=[CH:16][CH:17]=1. The yield is 0.610. (2) The reactants are [F:1][C:2]1[CH:7]=[CH:6][CH:5]=[C:4]([F:8])[C:3]=1[N:9]1[C:14]2[N:15]=[C:16]([NH:27][CH2:28][CH2:29][C:30]([NH:32][OH:33])=[NH:31])[N:17]=[C:18]([C:19]3[CH:24]=[CH:23][C:22]([F:25])=[CH:21][C:20]=3[CH3:26])[C:13]=2[CH:12]=[CH:11][C:10]1=[O:34].N1C=CC=CC=1.Cl[C:42](OCC(CC)CCCC)=[O:43]. The catalyst is O. The product is [F:1][C:2]1[CH:7]=[CH:6][CH:5]=[C:4]([F:8])[C:3]=1[N:9]1[C:14]2[N:15]=[C:16]([NH:27][CH2:28][CH2:29][C:30]3[NH:31][C:42](=[O:43])[O:33][N:32]=3)[N:17]=[C:18]([C:19]3[CH:24]=[CH:23][C:22]([F:25])=[CH:21][C:20]=3[CH3:26])[C:13]=2[CH:12]=[CH:11][C:10]1=[O:34]. The yield is 0.280. (3) The reactants are C[O:2][C:3](=[O:41])[C@H:4]1[O:10][C@@:8]([O:11][C:12]2[N:24]=[C:23]3[C:15]([O:16][C:17]4[C:22]3=[CH:21][CH:20]=[CH:19][CH:18]=4)=[C:14]3[CH:25]=[CH:26][CH:27]=[CH:28][C:13]=23)([OH:9])[C@H:7]([O:29]C(=O)C)[C@@H:6]([O:33]C(=O)C)[C@@H:5]1[O:37]C(=O)C.[OH-].[Na+].O.Cl. The catalyst is CC(C)=O. The product is [CH:25]1[C:14]2=[C:15]3[C:23](=[N:24][C:12]([O:11][C@:8]4([O:10][C@H:4]([C:3]([OH:41])=[O:2])[C@@H:5]([OH:37])[C@H:6]([OH:33])[C@H:7]4[OH:29])[OH:9])=[C:13]2[CH:28]=[CH:27][CH:26]=1)[C:22]1[C:17](=[CH:18][CH:19]=[CH:20][CH:21]=1)[O:16]3. The yield is 0.500. (4) The reactants are [F:8][C:7]([F:10])([F:9])[C:6](O[C:6](=[O:11])[C:7]([F:10])([F:9])[F:8])=[O:11].[C:14]1([N:20]2[CH2:25][CH2:24][NH:23][CH2:22][CH2:21]2)[CH:19]=[CH:18][CH:17]=[CH:16][CH:15]=1.C(N(CC)CC)C. The catalyst is C(Cl)Cl. The product is [F:10][C:7]([F:8])([F:9])[C:6]([N:23]1[CH2:24][CH2:25][N:20]([C:14]2[CH:19]=[CH:18][CH:17]=[CH:16][CH:15]=2)[CH2:21][CH2:22]1)=[O:11]. The yield is 0.620. (5) The reactants are [C:1](=[O:20])([O:18][CH3:19])[O:2][C:3]1[CH:8]=[C:7]([N+:9]([O-])=O)[C:6]([Cl:12])=[CH:5][C:4]=1[CH:13]1[CH2:17][CH2:16][CH2:15][CH2:14]1.[BH4-].[Na+]. The product is [C:1](=[O:20])([O:18][CH3:19])[O:2][C:3]1[CH:8]=[C:7]([NH2:9])[C:6]([Cl:12])=[CH:5][C:4]=1[CH:13]1[CH2:17][CH2:16][CH2:15][CH2:14]1. The yield is 0.510. The catalyst is CO.Cl[Ni]Cl.